This data is from Catalyst prediction with 721,799 reactions and 888 catalyst types from USPTO. The task is: Predict which catalyst facilitates the given reaction. (1) Reactant: [NH:1]1[CH:5]=[N:4][CH:3]=[N:2]1.P(Cl)(Cl)(Cl)=O.C(N(CC)CC)C.[F:18][C:19]1[CH:24]=[CH:23][CH:22]=[CH:21][C:20]=1[C:25]1[N:26]=[C:27]([CH3:35])[N:28]2[C:33]=1[C:32](=O)[NH:31][CH:30]=[N:29]2. Product: [F:18][C:19]1[CH:24]=[CH:23][CH:22]=[CH:21][C:20]=1[C:25]1[N:26]=[C:27]([CH3:35])[N:28]2[C:33]=1[C:32]([N:1]1[CH:5]=[N:4][CH:3]=[N:2]1)=[N:31][CH:30]=[N:29]2. The catalyst class is: 10. (2) Reactant: [CH3:1][O:2][C:3]([NH:5][C@@H:6]([CH:10]([CH3:12])[CH3:11])[C:7](O)=[O:8])=[O:4].CN(C(ON1N=NC2C=CC=NC1=2)=[N+](C)C)C.F[P-](F)(F)(F)(F)F.[Br:37][C:38]1[CH:43]=[CH:42][C:41]([C:44]2[NH:48][C:47]([C@@H:49]3[CH2:53][C:52]([F:55])([F:54])[CH2:51][NH:50]3)=[N:46][CH:45]=2)=[CH:40][CH:39]=1.CCN(C(C)C)C(C)C. Product: [Br:37][C:38]1[CH:43]=[CH:42][C:41]([C:44]2[NH:48][C:47]([C@@H:49]3[CH2:53][C:52]([F:54])([F:55])[CH2:51][N:50]3[C:7](=[O:8])[C@@H:6]([NH:5][C:3](=[O:4])[O:2][CH3:1])[CH:10]([CH3:12])[CH3:11])=[N:46][CH:45]=2)=[CH:40][CH:39]=1. The catalyst class is: 3. (3) Reactant: [F:1][C:2]1[CH:3]=[C:4]([CH:8]=[C:9]([N:11]2[CH2:16][CH2:15][CH:14]([CH3:17])[CH2:13][CH2:12]2)[CH:10]=1)[C:5]([OH:7])=O.CN(C(ON1N=NC2C=CC=CC1=2)=[N+](C)C)C.F[P-](F)(F)(F)(F)F.C(N(C(C)C)CC)(C)C.[CH3:51][O:52][C:53](=[O:67])[CH2:54][O:55][C:56]1[C:65]2[C:60](=[CH:61][CH:62]=[CH:63][CH:64]=2)[C:59]([NH2:66])=[CH:58][CH:57]=1. Product: [CH3:51][O:52][C:53](=[O:67])[CH2:54][O:55][C:56]1[C:65]2[C:60](=[CH:61][CH:62]=[CH:63][CH:64]=2)[C:59]([NH:66][C:5](=[O:7])[C:4]2[CH:8]=[C:9]([N:11]3[CH2:16][CH2:15][CH:14]([CH3:17])[CH2:13][CH2:12]3)[CH:10]=[C:2]([F:1])[CH:3]=2)=[CH:58][CH:57]=1. The catalyst class is: 35. (4) Reactant: Br[CH:2]([C:6]1[CH:11]=[CH:10][CH:9]=[CH:8][CH:7]=1)[C:3]([OH:5])=[O:4].[C:12]([O-:15])(=[S:14])[CH3:13].[K+]. Product: [C:12]([S:14][CH:2]([C:6]1[CH:11]=[CH:10][CH:9]=[CH:8][CH:7]=1)[C:3]([OH:5])=[O:4])(=[O:15])[CH3:13]. The catalyst class is: 14.